This data is from Catalyst prediction with 721,799 reactions and 888 catalyst types from USPTO. The task is: Predict which catalyst facilitates the given reaction. (1) Reactant: [O:1]1[CH2:6][C@@:2]1([C:7]([F:10])([F:9])[F:8])[C:3]([OH:5])=[O:4].Cl.[Cl-].[Na+]. Product: [F:8][C:7]([F:10])([F:9])[C@:2]([OH:1])([CH3:6])[C:3]([OH:5])=[O:4]. The catalyst class is: 98. (2) Reactant: [Br-].[CH3:2][C:3]1[CH:8]=[CH:7][C:6]([N+:9]2([CH2:15][C:16]3[CH:21]=[CH:20][CH:19]=[CH:18][CH:17]=3)[CH2:14][CH2:13][CH2:12][CH2:11][CH2:10]2)=[CH:5][CH:4]=1.[C:22]1([CH3:32])[CH:27]=[CH:26][C:25]([S:28]([O-:31])(=[O:30])=[O:29])=[CH:24][CH:23]=1.[Na+]. Product: [S:28]([C:25]1[CH:26]=[CH:27][C:22]([CH3:32])=[CH:23][CH:24]=1)([O-:31])(=[O:30])=[O:29].[CH3:2][C:3]1[CH:4]=[CH:5][C:6]([N+:9]2([CH2:15][C:16]3[CH:17]=[CH:18][CH:19]=[CH:20][CH:21]=3)[CH2:10][CH2:11][CH2:12][CH2:13][CH2:14]2)=[CH:7][CH:8]=1. The catalyst class is: 6. (3) Reactant: [CH2:1]([O:3][C:4]([CH:6]=[CH:7][C:8]1[CH:16]=[C:15]([C:17]([F:20])([F:19])[F:18])[CH:14]=[CH:13][C:9]=1[C:10]([OH:12])=O)=[O:5])[CH3:2].[F:21][C:22]([F:26])([F:25])[CH2:23][NH2:24].C1CCC(N=C=NC2CCCCC2)CC1. Product: [F:21][C:22]([F:26])([F:25])[CH2:23][NH:24][C:10]([C:9]1[CH:13]=[CH:14][C:15]([C:17]([F:20])([F:19])[F:18])=[CH:16][C:8]=1/[CH:7]=[CH:6]/[C:4]([O:3][CH2:1][CH3:2])=[O:5])=[O:12]. The catalyst class is: 3. (4) Reactant: [Cl:1][C:2]1[CH:7]=[CH:6][C:5]([N:8]2[C:12]([CH:13]3[CH2:16][CH2:15][CH2:14]3)=[C:11]([C:17]([O:19]C)=[O:18])[CH:10]=[N:9]2)=[CH:4][CH:3]=1.O.[OH-].[Li+].Cl. Product: [Cl:1][C:2]1[CH:3]=[CH:4][C:5]([N:8]2[C:12]([CH:13]3[CH2:14][CH2:15][CH2:16]3)=[C:11]([C:17]([OH:19])=[O:18])[CH:10]=[N:9]2)=[CH:6][CH:7]=1. The catalyst class is: 200.